Dataset: Reaction yield outcomes from USPTO patents with 853,638 reactions. Task: Predict the reaction yield, written as a fraction of the theoretical maximum amount of product (1.0 means a 100% yield; for example, 0.34 means a 34% yield). (1) The reactants are [CH3:1][C:2]1[N:3]=[C:4]([C:8]([OH:10])=[O:9])[NH:5][C:6]=1[CH3:7].S(Cl)(Cl)=O.[CH3:15]O. No catalyst specified. The product is [CH3:1][C:2]1[N:3]=[C:4]([C:8]([O:10][CH3:15])=[O:9])[NH:5][C:6]=1[CH3:7]. The yield is 0.500. (2) The reactants are C([O:5][C@@H:6]([C@H:8]1[CH2:12][O:11][C:10](=[O:13])[N:9]1[C:14]1[CH:19]=[CH:18][N:17]=[C:16]([NH:20][C@H:21]([C:23]2[CH:28]=[CH:27][CH:26]=[C:25]([O:29][C:30]3[CH:35]=[CH:34][CH:33]=[CH:32][CH:31]=3)[CH:24]=2)[CH3:22])[N:15]=1)[CH3:7])(C)(C)C.C(O)(C(F)(F)F)=O. The catalyst is C(Cl)Cl. The product is [OH:5][C@@H:6]([C@H:8]1[CH2:12][O:11][C:10](=[O:13])[N:9]1[C:14]1[CH:19]=[CH:18][N:17]=[C:16]([NH:20][C@H:21]([C:23]2[CH:28]=[CH:27][CH:26]=[C:25]([O:29][C:30]3[CH:35]=[CH:34][CH:33]=[CH:32][CH:31]=3)[CH:24]=2)[CH3:22])[N:15]=1)[CH3:7]. The yield is 0.660. (3) The reactants are [CH2:1]([N:8]1[CH2:13][C:12]([CH3:15])([CH3:14])[O:11][C:10]2([CH2:20][CH2:19][NH:18][CH2:17][CH2:16]2)[CH2:9]1)[C:2]1[CH:7]=[CH:6][CH:5]=[CH:4][CH:3]=1.N1C=CC=CC=1.[F:27][C:28]([F:39])([F:38])[C:29](O[C:29](=[O:30])[C:28]([F:39])([F:38])[F:27])=[O:30]. The catalyst is C(Cl)Cl. The product is [CH2:1]([N:8]1[CH2:13][C:12]([CH3:15])([CH3:14])[O:11][C:10]2([CH2:20][CH2:19][N:18]([C:29](=[O:30])[C:28]([F:39])([F:38])[F:27])[CH2:17][CH2:16]2)[CH2:9]1)[C:2]1[CH:3]=[CH:4][CH:5]=[CH:6][CH:7]=1. The yield is 0.700. (4) The reactants are [Cl:1][C:2]1[CH:7]=[CH:6][CH:5]=[CH:4][C:3]=1[N:8]1[C:17](=[O:18])[C:16]2[C:11](=[CH:12][CH:13]=[C:14]([F:19])[CH:15]=2)[N:10]=[C:9]1[CH:20]=O.[NH2:22][C:23]1[CH:24]=[C:25]([CH:28]=[CH:29][CH:30]=1)[C:26]#[N:27].S([O-])([O-])(=O)=O.[Na+].[Na+].C(O[BH-](OC(=O)C)OC(=O)C)(=O)C.[Na+].C(=O)(O)[O-]. The catalyst is C(OCC)(=O)C.CCCCCC.C(O)(=O)C. The product is [Cl:1][C:2]1[CH:7]=[CH:6][CH:5]=[CH:4][C:3]=1[N:8]1[C:17](=[O:18])[C:16]2[C:11](=[CH:12][CH:13]=[C:14]([F:19])[CH:15]=2)[N:10]=[C:9]1[CH2:20][NH:22][C:23]1[CH:24]=[C:25]([CH:28]=[CH:29][CH:30]=1)[C:26]#[N:27]. The yield is 0.780. (5) The reactants are [OH:1][C:2]1[CH:9]=[CH:8][C:5]([CH:6]=[O:7])=[CH:4][C:3]=1[N+:10]([O-:12])=[O:11].C(=O)([O-])[O-].[K+].[K+].Br[CH2:20][C:21]1[CH:26]=[CH:25][C:24]([C:27]([F:30])([F:29])[F:28])=[CH:23][C:22]=1[C:31]([F:34])([F:33])[F:32]. The catalyst is CN(C)C=O. The product is [F:32][C:31]([F:33])([F:34])[C:22]1[CH:23]=[C:24]([C:27]([F:30])([F:28])[F:29])[CH:25]=[CH:26][C:21]=1[CH2:20][O:1][C:2]1[CH:9]=[CH:8][C:5]([CH:6]=[O:7])=[CH:4][C:3]=1[N+:10]([O-:12])=[O:11]. The yield is 0.640. (6) The reactants are [N+:1]([C:4]1[CH:9]=[CH:8][C:7](/[C:10](/[C:17]2[CH:22]=[CH:21][CH:20]=[CH:19][CH:18]=2)=[CH:11]\[C:12]([O:14]CC)=[O:13])=[CH:6][CH:5]=1)([O-:3])=[O:2].C([O-])([O-])=O.[K+].[K+]. The catalyst is CO. The product is [N+:1]([C:4]1[CH:5]=[CH:6][C:7](/[C:10](/[C:17]2[CH:18]=[CH:19][CH:20]=[CH:21][CH:22]=2)=[CH:11]\[C:12]([OH:14])=[O:13])=[CH:8][CH:9]=1)([O-:3])=[O:2]. The yield is 0.860.